Dataset: Reaction yield outcomes from USPTO patents with 853,638 reactions. Task: Predict the reaction yield, written as a fraction of the theoretical maximum amount of product (1.0 means a 100% yield; for example, 0.34 means a 34% yield). (1) The catalyst is ClCCl. The yield is 0.690. The reactants are [C:1]([C:5]1[CH:9]=[C:8]([NH:10][C:11](=[O:43])[NH:12][C:13]2[CH:14]=[C:15]([CH:40]=[CH:41][CH:42]=2)[O:16][C:17]2[C:26]3[C:21](=[CH:22][C:23]([O:29][CH2:30][CH:31]4[CH2:36][CH2:35][N:34](C([O-])=O)[CH2:33][CH2:32]4)=[C:24]([O:27][CH3:28])[CH:25]=3)[N:20]=[CH:19][N:18]=2)[O:7][N:6]=1)([CH3:4])([CH3:3])[CH3:2].Cl. The product is [C:1]([C:5]1[CH:9]=[C:8]([NH:10][C:11]([NH:12][C:13]2[CH:42]=[CH:41][CH:40]=[C:15]([O:16][C:17]3[C:26]4[C:21](=[CH:22][C:23]([O:29][CH2:30][CH:31]5[CH2:36][CH2:35][NH:34][CH2:33][CH2:32]5)=[C:24]([O:27][CH3:28])[CH:25]=4)[N:20]=[CH:19][N:18]=3)[CH:14]=2)=[O:43])[O:7][N:6]=1)([CH3:4])([CH3:2])[CH3:3]. (2) The reactants are [C:1]([O:8][CH3:9])(=[O:7])[CH2:2][C:3]([O:5][CH3:6])=[O:4].[C:10]1(=O)[CH2:15][CH2:14][CH2:13][CH2:12][CH2:11]1.N1C=CC=CC=1.O. The catalyst is C1COCC1.C(Cl)Cl.Cl[Ti](Cl)(Cl)Cl. The product is [CH3:6][O:5][C:3](=[O:4])[C:2](=[C:10]1[CH2:15][CH2:14][CH2:13][CH2:12][CH2:11]1)[C:1]([O:8][CH3:9])=[O:7]. The yield is 0.600. (3) The reactants are [F:1][C:2]1[CH:3]=[C:4]([N+:9]([O-:11])=[O:10])[CH:5]=[CH:6][C:7]=1F.[C:12]([O:16][C:17]([N:19]1[CH2:24][CH2:23][NH:22][CH2:21][CH2:20]1)=[O:18])([CH3:15])([CH3:14])[CH3:13]. The catalyst is C(#N)C. The product is [C:12]([O:16][C:17]([N:19]1[CH2:24][CH2:23][N:22]([C:7]2[CH:6]=[CH:5][C:4]([N+:9]([O-:11])=[O:10])=[CH:3][C:2]=2[F:1])[CH2:21][CH2:20]1)=[O:18])([CH3:15])([CH3:13])[CH3:14]. The yield is 0.720. (4) The reactants are C(OC([N:8]1[CH2:13][CH2:12][CH:11]([C:14]2[CH:19]=[CH:18][C:17]([C:20]3[CH:28]=[CH:27][C:23]4[O:24][CH2:25][O:26][C:22]=4[CH:21]=3)=[CH:16][N:15]=2)[CH2:10][CH2:9]1)=O)(C)(C)C.C(O)(C(F)(F)F)=O.O.[OH-].[Na+]. The catalyst is C(Cl)Cl. The product is [O:24]1[C:23]2[CH:27]=[CH:28][C:20]([C:17]3[CH:18]=[CH:19][C:14]([CH:11]4[CH2:12][CH2:13][NH:8][CH2:9][CH2:10]4)=[N:15][CH:16]=3)=[CH:21][C:22]=2[O:26][CH2:25]1. The yield is 0.810. (5) The reactants are [CH3:1][C:2]1[CH:13]=[C:6]2[C:7]([O:9]C(=O)[NH:11][C:5]2=[C:4]([N+:14]([O-:16])=[O:15])[CH:3]=1)=[O:8].[OH-].[Na+].Cl. The catalyst is C(OCC)(=O)C. The product is [NH2:11][C:5]1[C:4]([N+:14]([O-:16])=[O:15])=[CH:3][C:2]([CH3:1])=[CH:13][C:6]=1[C:7]([OH:9])=[O:8]. The yield is 0.720. (6) The reactants are [CH2:1]([NH:5][CH2:6][C:7]1[CH:12]=[CH:11][C:10]([C:13]([F:16])([F:15])[F:14])=[CH:9][C:8]=1[F:17])[CH2:2][CH2:3][CH3:4].[CH2:18]([O:20][C@H:21]([C:34]([O:36][CH2:37][CH3:38])=[O:35])[CH2:22][C:23]1[CH:33]=[CH:32][C:26]([O:27][CH2:28][C:29](O)=[O:30])=[CH:25][CH:24]=1)[CH3:19].C(N(CC)C(C)C)(C)C.F[B-](F)(F)F.N1(OC(N(C)C)=[N+](C)C)C2C=CC=CC=2N=N1. The catalyst is C(Cl)Cl. The product is [CH2:1]([N:5]([CH2:6][C:7]1[CH:12]=[CH:11][C:10]([C:13]([F:14])([F:15])[F:16])=[CH:9][C:8]=1[F:17])[C:29](=[O:30])[CH2:28][O:27][C:26]1[CH:25]=[CH:24][C:23]([CH2:22][C@H:21]([O:20][CH2:18][CH3:19])[C:34]([O:36][CH2:37][CH3:38])=[O:35])=[CH:33][CH:32]=1)[CH2:2][CH2:3][CH3:4]. The yield is 0.740. (7) The reactants are [CH2:1]([N:4]([C:16]([CH3:21])([CH3:20])[C:17]([OH:19])=O)[NH:5][C:6](=[O:15])[NH:7][CH2:8][C:9]1[CH:14]=[CH:13][CH:12]=[CH:11][CH:10]=1)[CH:2]=[CH2:3].[NH2:22][C@@H:23]([CH2:46][C:47]1[CH:52]=[CH:51][C:50]([O:53][C:54]([CH3:57])([CH3:56])[CH3:55])=[CH:49][CH:48]=1)[C:24]([N:26]([CH2:38][CH:39]([O:43][CH2:44][CH3:45])[O:40][CH2:41][CH3:42])[CH2:27][C:28]1[C:37]2[C:32](=[CH:33][CH:34]=[CH:35][CH:36]=2)[CH:31]=[CH:30][CH:29]=1)=[O:25]. No catalyst specified. The product is [CH2:1]([N:4]([C:16]([CH3:21])([CH3:20])[C:17]([NH:22][C@@H:23]([CH2:46][C:47]1[CH:52]=[CH:51][C:50]([O:53][C:54]([CH3:56])([CH3:55])[CH3:57])=[CH:49][CH:48]=1)[C:24]([N:26]([CH2:38][CH:39]([O:43][CH2:44][CH3:45])[O:40][CH2:41][CH3:42])[CH2:27][C:28]1[C:37]2[C:32](=[CH:33][CH:34]=[CH:35][CH:36]=2)[CH:31]=[CH:30][CH:29]=1)=[O:25])=[O:19])[NH:5][C:6]([NH:7][CH2:8][C:9]1[CH:10]=[CH:11][CH:12]=[CH:13][CH:14]=1)=[O:15])[CH:2]=[CH2:3]. The yield is 1.28. (8) The reactants are [CH:1]1([C:5]2[C:13]([C:14]3[NH:18][C:17]([CH2:19][CH3:20])=[N:16][N:15]=3)=[CH:12][C:8]([C:9](O)=[O:10])=[C:7]([CH2:21][CH3:22])[CH:6]=2)[CH2:4][CH2:3][CH2:2]1.CCN=C=NCCCN(C)C.C1C=CC2N(O)N=NC=2C=1.Cl.[NH:45]1[CH2:50][CH2:49][CH:48]([C:51]2[CH:58]=[CH:57][C:54]([C:55]#[N:56])=[CH:53][CH:52]=2)[CH2:47][CH2:46]1. The catalyst is CN(C)C=O.CN(C1C=CN=CC=1)C. The product is [CH:1]1([C:5]2[C:13]([C:14]3[NH:18][C:17]([CH2:19][CH3:20])=[N:16][N:15]=3)=[CH:12][C:8]([C:9]([N:45]3[CH2:50][CH2:49][CH:48]([C:51]4[CH:58]=[CH:57][C:54]([C:55]#[N:56])=[CH:53][CH:52]=4)[CH2:47][CH2:46]3)=[O:10])=[C:7]([CH2:21][CH3:22])[CH:6]=2)[CH2:2][CH2:3][CH2:4]1. The yield is 0.400.